This data is from Catalyst prediction with 721,799 reactions and 888 catalyst types from USPTO. The task is: Predict which catalyst facilitates the given reaction. (1) Reactant: [CH3:1][C:2]([Si:5]([CH3:39])([CH3:38])[O:6][C@H:7]1[C@H:16]([NH:17][C:18](=[O:24])[O:19][C:20]([CH3:23])([CH3:22])[CH3:21])[CH2:15][C:14]2[N:13]=[CH:12][C:11]([N:25]3[C:30](=[O:31])[CH2:29][NH:28][C:27]4[CH:32]=[CH:33][C:34]([O:36][CH3:37])=[N:35][C:26]3=4)=[CH:10][C:9]=2[CH2:8]1)([CH3:4])[CH3:3]. Product: [CH3:4][C:2]([Si:5]([CH3:38])([CH3:39])[O:6][C@H:7]1[C@H:16]([NH:17][C:18](=[O:24])[O:19][C:20]([CH3:21])([CH3:22])[CH3:23])[CH2:15][C:14]2[N:13]=[CH:12][C:11]([N:25]3[C:30](=[O:31])[CH:29]=[N:28][C:27]4[CH:32]=[CH:33][C:34]([O:36][CH3:37])=[N:35][C:26]3=4)=[CH:10][C:9]=2[CH2:8]1)([CH3:1])[CH3:3]. The catalyst class is: 485. (2) Reactant: [Cl:1][C:2]1[CH:3]=[CH:4][CH:5]=[C:6]2[C:11]=1[N:10]=[C:9]([S:12][CH2:13][CH3:14])[C:8](C(O)=O)=[C:7]2[OH:18]. Product: [Cl:1][C:2]1[CH:3]=[CH:4][CH:5]=[C:6]2[C:11]=1[N:10]=[C:9]([S:12][CH2:13][CH3:14])[CH:8]=[C:7]2[OH:18]. The catalyst class is: 400. (3) Reactant: S(=O)(=O)(O)O.[C:6]([O:11][CH3:12])(=[O:10])[C:7]([CH3:9])=[CH2:8].[C:13]([O:17][CH2:18][CH2:19][CH2:20][CH3:21])(=[O:16])[CH:14]=[CH2:15].C(S)CCCCCCCCCCC. Product: [C:6]([O:11][CH3:12])(=[O:10])[C:7]([CH3:9])=[CH2:8].[C:13]([O:17][CH2:18][CH2:19][CH2:20][CH3:21])(=[O:16])[CH:14]=[CH2:15]. The catalyst class is: 6. (4) Reactant: [Br-].[CH2:2]([N+:9]1[CH:14]=[CH:13][C:12]([CH:15]2[CH2:18][N:17]([C:19]([O:21][C:22]([CH3:25])([CH3:24])[CH3:23])=[O:20])[CH2:16]2)=[CH:11][CH:10]=1)[C:3]1[CH:8]=[CH:7][CH:6]=[CH:5][CH:4]=1.[BH4-].[Na+]. Product: [CH2:2]([N:9]1[CH2:10][CH:11]=[C:12]([CH:15]2[CH2:16][N:17]([C:19]([O:21][C:22]([CH3:25])([CH3:24])[CH3:23])=[O:20])[CH2:18]2)[CH2:13][CH2:14]1)[C:3]1[CH:8]=[CH:7][CH:6]=[CH:5][CH:4]=1. The catalyst class is: 14. (5) Reactant: [N:1]1([C:7]([C:9]2[CH2:14][NH:13][C:12]([C:15]3[CH:20]=[CH:19][C:18]([OH:21])=[CH:17][CH:16]=3)=[CH:11][CH:10]=2)=[O:8])[CH2:6][CH2:5][O:4][CH2:3][CH2:2]1.[I-:22].[Na+].[OH-].[Na+].Cl[O-].[Na+]. Product: [I:22][C:17]1[CH:16]=[C:15]([C:12]2[CH:11]=[CH:10][C:9]([C:7]([N:1]3[CH2:6][CH2:5][O:4][CH2:3][CH2:2]3)=[O:8])=[CH:14][N:13]=2)[CH:20]=[CH:19][C:18]=1[OH:21]. The catalyst class is: 5. (6) Reactant: [CH:1]([C:4]1[CH:10]=[CH:9][C:7]([NH2:8])=[CH:6][CH:5]=1)([CH3:3])[CH3:2].CO[CH:13]1[CH2:17][CH2:16][CH:15](OC)O1. Product: [CH:1]([C:4]1[CH:10]=[CH:9][C:7]([N:8]2[CH:13]=[CH:17][CH:16]=[CH:15]2)=[CH:6][CH:5]=1)([CH3:3])[CH3:2]. The catalyst class is: 15. (7) Reactant: [F:1][C:2]1[CH:7]=[CH:6][C:5]([CH:8]2[CH2:13][CH2:12][CH2:11][N:10]3[N:14]=[C:15]([NH2:17])[N:16]=[C:9]23)=[CH:4][CH:3]=1.[CH3:18][C:19]1[N:23]=[C:22]([N:24]2[CH2:29][CH2:28][C:27](=O)[CH2:26][CH2:25]2)[S:21][N:20]=1.[BH4-].[Na+].C(O)C. Product: [F:1][C:2]1[CH:7]=[CH:6][C:5]([CH:8]2[CH2:13][CH2:12][CH2:11][N:10]3[N:14]=[C:15]([NH:17][CH:27]4[CH2:26][CH2:25][N:24]([C:22]5[S:21][N:20]=[C:19]([CH3:18])[N:23]=5)[CH2:29][CH2:28]4)[N:16]=[C:9]23)=[CH:4][CH:3]=1. The catalyst class is: 68.